Dataset: Reaction yield outcomes from USPTO patents with 853,638 reactions. Task: Predict the reaction yield, written as a fraction of the theoretical maximum amount of product (1.0 means a 100% yield; for example, 0.34 means a 34% yield). (1) The reactants are [NH2:1][CH2:2][CH2:3][NH:4][C@@H:5]([C@@H:13]([CH3:16])[CH2:14][CH3:15])[C:6]([O:8][C:9]([CH3:12])([CH3:11])[CH3:10])=[O:7].[N+](C1C=C[C:23]([O:26]C(=O)OC2C=CC([N+]([O-])=O)=CC=2)=CC=1)([O-])=O. The catalyst is ClCCCl. The product is [CH3:16][C@@H:13]([CH2:14][CH3:15])[C@H:5]([N:4]1[CH2:3][CH2:2][NH:1][C:23]1=[O:26])[C:6]([O:8][C:9]([CH3:10])([CH3:11])[CH3:12])=[O:7]. The yield is 0.880. (2) The catalyst is CC(C)=O. The reactants are [SH:1][C:2]1[NH:3][C:4](=[O:17])[C:5]([C:15]#[N:16])=[C:6]([CH:8]2[CH2:13][CH2:12][N:11]([CH3:14])[CH2:10][CH2:9]2)[N:7]=1.C([O-])([O-])=O.[K+].[K+].Cl[CH2:25][C:26]1[CH:31]=[C:30]([CH3:32])[CH:29]=[CH:28][C:27]=1[CH3:33]. The product is [CH3:33][C:27]1[CH:28]=[CH:29][C:30]([CH3:32])=[CH:31][C:26]=1[CH2:25][S:1][C:2]1[NH:3][C:4](=[O:17])[C:5]([C:15]#[N:16])=[C:6]([CH:8]2[CH2:9][CH2:10][N:11]([CH3:14])[CH2:12][CH2:13]2)[N:7]=1. The yield is 0.650. (3) The reactants are Br[C:2]1[C:3]([N:22]2[CH2:27][CH2:26][C:25]([O:29][CH3:30])([CH3:28])[CH2:24][CH2:23]2)=[C:4]([C@H:10]([O:17][C:18]([CH3:21])([CH3:20])[CH3:19])[C:11]([O:13][CH:14]([CH3:16])[CH3:15])=[O:12])[C:5]([CH3:9])=[N:6][C:7]=1[CH3:8].[F:31][C:32]1[CH:57]=[CH:56][C:35]([CH2:36][CH2:37][O:38][C:39]2[CH:44]=[CH:43][C:42](B3OC(=O)CN(C)CC(=O)O3)=[CH:41][CH:40]=2)=[CH:34][CH:33]=1.[O-]P([O-])([O-])=O.[K+].[K+].[K+]. The catalyst is O1CCOCC1.O.CCOC(C)=O. The product is [C:18]([O:17][C@@H:10]([C:4]1[C:5]([CH3:9])=[N:6][C:7]([CH3:8])=[C:2]([C:42]2[CH:41]=[CH:40][C:39]([O:38][CH2:37][CH2:36][C:35]3[CH:34]=[CH:33][C:32]([F:31])=[CH:57][CH:56]=3)=[CH:44][CH:43]=2)[C:3]=1[N:22]1[CH2:27][CH2:26][C:25]([O:29][CH3:30])([CH3:28])[CH2:24][CH2:23]1)[C:11]([O:13][CH:14]([CH3:16])[CH3:15])=[O:12])([CH3:21])([CH3:20])[CH3:19]. The yield is 0.780. (4) The reactants are [CH2:1]([C:5]1[N:6]=[C:7]([CH3:27])[NH:8][C:9](=[O:26])[C:10]=1[CH2:11][C:12]1[CH:17]=[CH:16][C:15]([C:18]2[C:19]([C:24]#[N:25])=[CH:20][CH:21]=[CH:22][CH:23]=2)=[CH:14][CH:13]=1)[CH2:2][CH2:3][CH3:4].N(C(N1CCCCC1)=O)=NC(N1CCCCC1)=O.C(P(CCCC)CCCC)CCC.[S:59]1[C:63]2[CH:64]=[CH:65][CH:66]=[CH:67][C:62]=2[N:61]=[C:60]1[CH2:68]O. The catalyst is C(OCC)(=O)C.O1CCCC1. The product is [S:59]1[C:63]2[CH:64]=[CH:65][CH:66]=[CH:67][C:62]=2[N:61]=[C:60]1[CH2:68][N:8]1[C:9](=[O:26])[C:10]([CH2:11][C:12]2[CH:17]=[CH:16][C:15]([C:18]3[C:19]([C:24]#[N:25])=[CH:20][CH:21]=[CH:22][CH:23]=3)=[CH:14][CH:13]=2)=[C:5]([CH2:1][CH2:2][CH2:3][CH3:4])[N:6]=[C:7]1[CH3:27]. The yield is 0.450. (5) The reactants are [F:1][CH:2]([F:10])[C:3]1(C(O)=O)[CH2:6][CH2:5][CH2:4]1.C1C=CC(P([N:25]=[N+]=[N-])(C2C=CC=CC=2)=O)=CC=1.[Cl:28][C:29]1[CH:30]=[C:31]([C:36]2[C:44]([C:45]([NH2:47])=[O:46])=[C:39]3[CH2:40][NH:41][CH2:42][CH2:43][N:38]3[N:37]=2)[CH:32]=[CH:33][C:34]=1[F:35].C1[CH2:52][O:51]CC1. The catalyst is C1(C)C=CC=CC=1. The product is [Cl:28][C:29]1[CH:30]=[C:31]([C:36]2[C:44]([C:45]([NH2:47])=[O:46])=[C:39]3[CH2:40][N:41]([C:52]([NH:25][C:3]4([CH:2]([F:1])[F:10])[CH2:4][CH2:5][CH2:6]4)=[O:51])[CH2:42][CH2:43][N:38]3[N:37]=2)[CH:32]=[CH:33][C:34]=1[F:35]. The yield is 0.170. (6) The reactants are [NH:1]1[C:5]2[CH:6]=[CH:7][CH:8]=[CH:9][C:4]=2[N:3]=[C:2]1[CH2:10][O:11][C:12]1[C:19]([O:20][CH3:21])=[CH:18][C:15]([CH:16]=[O:17])=[C:14]([F:22])[CH:13]=1.[H-].[Na+].Br[CH2:26][CH3:27].O. The catalyst is CN(C)C(=O)C. The product is [CH2:26]([N:1]1[C:5]2[CH:6]=[CH:7][CH:8]=[CH:9][C:4]=2[N:3]=[C:2]1[CH2:10][O:11][C:12]1[C:19]([O:20][CH3:21])=[CH:18][C:15]([CH:16]=[O:17])=[C:14]([F:22])[CH:13]=1)[CH3:27]. The yield is 0.870.